This data is from Reaction yield outcomes from USPTO patents with 853,638 reactions. The task is: Predict the reaction yield, written as a fraction of the theoretical maximum amount of product (1.0 means a 100% yield; for example, 0.34 means a 34% yield). (1) The reactants are C([O:8][C:9]1[CH:14]=[CH:13][C:12]([C:15]2[CH:16]=[N:17][CH:18]=[CH:19][CH:20]=2)=[CH:11][CH:10]=1)C1C=CC=CC=1. The catalyst is CCO.C1COCC1.[Pd]. The product is [N:17]1[CH:18]=[CH:19][CH:20]=[C:15]([C:12]2[CH:13]=[CH:14][C:9]([OH:8])=[CH:10][CH:11]=2)[CH:16]=1. The yield is 0.930. (2) The reactants are [NH:1]1[CH2:6][CH2:5][O:4][CH:3]([CH2:7][NH:8][C:9]([C:11]2[S:15][C:14]([C:16]3[CH:21]=[CH:20][C:19]([Cl:22])=[CH:18][CH:17]=3)=[N:13][C:12]=2[CH3:23])=[O:10])[CH2:2]1.I[C:25]1[CH:37]=[CH:36][CH:35]=[CH:34][C:26]=1[C:27]([O:29][C:30]([CH3:33])([CH3:32])[CH3:31])=[O:28]. No catalyst specified. The product is [Cl:22][C:19]1[CH:20]=[CH:21][C:16]([C:14]2[S:15][C:11]([C:9]([NH:8][CH2:7][CH:3]3[O:4][CH2:5][CH2:6][N:1]([C:34]4[CH:35]=[CH:36][CH:37]=[CH:25][C:26]=4[C:27]([O:29][C:30]([CH3:33])([CH3:32])[CH3:31])=[O:28])[CH2:2]3)=[O:10])=[C:12]([CH3:23])[N:13]=2)=[CH:17][CH:18]=1. The yield is 0.630. (3) The reactants are Cl.[CH3:2][O:3][N:4]([CH3:20])[C:5]([C@@:7]1([NH2:19])[C@@H:9]([C:10]2[CH:15]=[CH:14][CH:13]=[CH:12][CH:11]=2)[C@H:8]1[CH2:16][O:17][CH3:18])=[O:6].[F:21][C:22]([F:38])([F:37])[C:23]1[O:27][N:26]=[C:25]([C:28]2[S:32][C:31]([S:33](Cl)(=[O:35])=[O:34])=[CH:30][CH:29]=2)[CH:24]=1. The catalyst is N1C=CC=CC=1. The product is [CH3:2][O:3][N:4]([CH3:20])[C:5]([C@@:7]1([NH:19][S:33]([C:31]2[S:32][C:28]([C:25]3[CH:24]=[C:23]([C:22]([F:21])([F:37])[F:38])[O:27][N:26]=3)=[CH:29][CH:30]=2)(=[O:34])=[O:35])[C@@H:9]([C:10]2[CH:15]=[CH:14][CH:13]=[CH:12][CH:11]=2)[C@H:8]1[CH2:16][O:17][CH3:18])=[O:6]. The yield is 0.320. (4) The reactants are [CH:1]([C:3]1[CH:11]=[CH:10][C:6]([C:7]([OH:9])=[O:8])=[CH:5][CH:4]=1)=O.[CH3:12][N:13]1[CH2:18][CH2:17][NH:16][CH2:15][CH2:14]1.[H][H]. The catalyst is CO.[Pt]. The product is [CH3:12][N:13]1[CH2:18][CH2:17][N:16]([CH2:1][C:3]2[CH:11]=[CH:10][C:6]([C:7]([OH:9])=[O:8])=[CH:5][CH:4]=2)[CH2:15][CH2:14]1. The yield is 0.700. (5) The reactants are [CH2:1]([C:3]1[CH:8]=[CH:7][C:6]([O:9][CH3:10])=[CH:5][C:4]=1[F:11])[CH3:2].C1C(=O)N([Br:19])C(=O)C1.[O-]S([O-])=O.[Na+].[Na+]. The catalyst is C(#N)C. The product is [Br:19][C:7]1[CH:8]=[C:3]([CH2:1][CH3:2])[C:4]([F:11])=[CH:5][C:6]=1[O:9][CH3:10]. The yield is 0.960. (6) The reactants are C(C1C=CC(C(NC2C=CC(C3SC(CCC(O)=O)=NC=3)=CC=2)=O)=CC=1)(C)(C)C.[CH2:30]([O:34][C:35]1[CH:60]=[CH:59][C:38]([C:39]([NH:41][C:42]2[CH:47]=[CH:46][C:45]([C:48]3[S:52][C:51]([CH2:53][CH2:54][C:55]([O:57]C)=[O:56])=[N:50][CH:49]=3)=[CH:44][CH:43]=2)=[O:40])=[CH:37][CH:36]=1)[CH2:31][CH2:32][CH3:33]. No catalyst specified. The product is [CH2:30]([O:34][C:35]1[CH:60]=[CH:59][C:38]([C:39]([NH:41][C:42]2[CH:47]=[CH:46][C:45]([C:48]3[S:52][C:51]([CH2:53][CH2:54][C:55]([OH:57])=[O:56])=[N:50][CH:49]=3)=[CH:44][CH:43]=2)=[O:40])=[CH:37][CH:36]=1)[CH2:31][CH2:32][CH3:33]. The yield is 0.740. (7) The reactants are [C:1]([C:5]1[N:10]=[C:9]([N:11]2[CH2:16][CH2:15][N:14]([CH2:17][CH2:18][CH2:19][CH2:20][NH2:21])[CH2:13][CH2:12]2)[CH:8]=[C:7]([C:22]([F:25])([F:24])[F:23])[N:6]=1)([CH3:4])([CH3:3])[CH3:2].C1N=CN([C:31](N2C=NC=C2)=[O:32])C=1.[N:38]1[CH:43]=[CH:42][CH:41]=[C:40]([N:44]2[CH2:49][CH2:48][NH:47][CH2:46][CH2:45]2)[CH:39]=1. The catalyst is C(Cl)(Cl)Cl.CO. The product is [C:1]([C:5]1[N:10]=[C:9]([N:11]2[CH2:16][CH2:15][N:14]([CH2:17][CH2:18][CH2:19][CH2:20][NH:21][C:31]([N:47]3[CH2:46][CH2:45][N:44]([C:40]4[CH:39]=[N:38][CH:43]=[CH:42][CH:41]=4)[CH2:49][CH2:48]3)=[O:32])[CH2:13][CH2:12]2)[CH:8]=[C:7]([C:22]([F:24])([F:25])[F:23])[N:6]=1)([CH3:4])([CH3:2])[CH3:3]. The yield is 0.280.